From a dataset of Reaction yield outcomes from USPTO patents with 853,638 reactions. Predict the reaction yield, written as a fraction of the theoretical maximum amount of product (1.0 means a 100% yield; for example, 0.34 means a 34% yield). The reactants are [CH2:1]1[O:9][C@H:2]1[C:3]1[CH:8]=[CH:7][CH:6]=[CH:5][CH:4]=1.[CH2:10]([CH2:12][NH2:13])[OH:11]. The catalyst is O. The product is [OH:11][CH2:10][CH2:12][NH:13][CH2:1][C@H:2]([C:3]1[CH:4]=[CH:5][CH:6]=[CH:7][CH:8]=1)[OH:9]. The yield is 1.00.